This data is from Peptide-MHC class I binding affinity with 185,985 pairs from IEDB/IMGT. The task is: Regression. Given a peptide amino acid sequence and an MHC pseudo amino acid sequence, predict their binding affinity value. This is MHC class I binding data. The peptide sequence is QVPSLQYLAL. The MHC is Mamu-A01 with pseudo-sequence Mamu-A01. The binding affinity (normalized) is 0.574.